From a dataset of Forward reaction prediction with 1.9M reactions from USPTO patents (1976-2016). Predict the product of the given reaction. (1) Given the reactants [CH:1](=[O:6])[CH2:2][CH:3]([CH3:5])[CH3:4].[OH:7][CH2:8][C:9]1([CH2:12]O)[CH2:11][CH2:10]1.[O-]S([O-])(=O)=O.[Na+].[Na+], predict the reaction product. The product is: [CH2:2]([CH:1]1[O:7][CH2:8][C:9]2([CH2:11][CH2:10]2)[CH2:12][O:6]1)[CH:3]([CH3:5])[CH3:4]. (2) The product is: [F:27][C:24]1[CH:23]=[CH:22][C:21]([C:19]([C:17]2[CH:18]=[C:13]([CH:14]=[CH:15][C:16]=2[OH:28])[CH2:12][N:6]2[C:7]3[C:3](=[C:2]([NH:1][C:29](=[O:35])[C:30]([O:32][CH2:33][CH3:34])=[O:31])[CH:10]=[CH:9][C:8]=3[CH3:11])[CH:4]=[CH:5]2)=[O:20])=[CH:26][CH:25]=1. Given the reactants [NH2:1][C:2]1[CH:10]=[CH:9][C:8]([CH3:11])=[C:7]2[C:3]=1[CH:4]=[CH:5][N:6]2[CH2:12][C:13]1[CH:14]=[CH:15][C:16]([OH:28])=[C:17]([C:19]([C:21]2[CH:26]=[CH:25][C:24]([F:27])=[CH:23][CH:22]=2)=[O:20])[CH:18]=1.[C:29](OCC)(=[O:35])[C:30]([O:32][CH2:33][CH3:34])=[O:31], predict the reaction product.